Dataset: Reaction yield outcomes from USPTO patents with 853,638 reactions. Task: Predict the reaction yield, written as a fraction of the theoretical maximum amount of product (1.0 means a 100% yield; for example, 0.34 means a 34% yield). (1) The product is [C:29]([C:2]1[CH:7]=[CH:6][C:5]([C:8]2[N:17]=[C:16]([NH:18][C:19]3[NH:20][N:21]=[C:22]([CH3:24])[CH:23]=3)[C:15]3[C:10](=[CH:11][CH:12]=[CH:13][CH:14]=3)[N:9]=2)=[CH:4][CH:3]=1)#[CH:30]. The yield is 0.700. The catalyst is CN(C=O)C.[Cu]I.Cl[Pd](Cl)([P](C1C=CC=CC=1)(C1C=CC=CC=1)C1C=CC=CC=1)[P](C1C=CC=CC=1)(C1C=CC=CC=1)C1C=CC=CC=1. The reactants are Br[C:2]1[CH:7]=[CH:6][C:5]([C:8]2[N:17]=[C:16]([NH:18][C:19]3[NH:20][N:21]=[C:22]([CH3:24])[CH:23]=3)[C:15]3[C:10](=[CH:11][CH:12]=[CH:13][CH:14]=3)[N:9]=2)=[CH:4][CH:3]=1.C[Si]([C:29]#[CH:30])(C)C.C(N(CC)CC)C.CCCC[N+](CCCC)(CCCC)CCCC.[F-]. (2) The reactants are Br[C:2]1[CH:7]=[CH:6][C:5]([C:8]2[O:9][C:10]([CH3:31])=[C:11]([CH2:13][CH2:14][O:15][C:16]3[CH:17]=[C:18]4[C:22](=[CH:23][CH:24]=3)[C@H:21]([CH2:25][C:26]([O:28][CH2:29][CH3:30])=[O:27])[CH2:20][CH2:19]4)[N:12]=2)=[CH:4][CH:3]=1.[C:32]([C:35]1[S:39][C:38](B(O)O)=[CH:37][CH:36]=1)(=[O:34])[CH3:33].C(=O)([O-])[O-].[Na+].[Na+].[C:49]1(C)[CH:54]=[CH:53][CH:52]=[CH:51][CH:50]=1. The catalyst is O1CCOCC1.C1(P(C2C=CC=CC=2)[C-]2C=CC=C2)C=CC=CC=1.[C-]1(P(C2C=CC=CC=2)C2C=CC=CC=2)C=CC=C1.[Fe+2].Cl[Pd]Cl. The product is [C:32]([C:35]1[S:39][C:38]([C:49]2[CH:54]=[CH:53][C:52]([C:2]3[CH:3]=[CH:4][C:5]([C:8]4[O:9][C:10]([CH3:31])=[C:11]([CH2:13][CH2:14][O:15][C:16]5[CH:17]=[C:18]6[C:22](=[CH:23][CH:24]=5)[C@H:21]([CH2:25][C:26]([O:28][CH2:29][CH3:30])=[O:27])[CH2:20][CH2:19]6)[N:12]=4)=[CH:6][CH:7]=3)=[CH:51][CH:50]=2)=[CH:37][CH:36]=1)(=[O:34])[CH3:33]. The yield is 0.460.